The task is: Predict the reaction yield, written as a fraction of the theoretical maximum amount of product (1.0 means a 100% yield; for example, 0.34 means a 34% yield).. This data is from Reaction yield outcomes from USPTO patents with 853,638 reactions. The reactants are CC1C2C(=CC=CC=2[N+]([O-])=O)NC=1.[CH3:14][C:15]1[C:23]2[C:18](=[CH:19][C:20]([N+:24]([O-])=O)=[CH:21][CH:22]=2)[NH:17][CH:16]=1. The catalyst is C(O)C.[Pd]. The product is [CH3:14][C:15]1[C:23]2[C:18](=[CH:19][C:20]([NH2:24])=[CH:21][CH:22]=2)[NH:17][CH:16]=1. The yield is 0.240.